Dataset: Reaction yield outcomes from USPTO patents with 853,638 reactions. Task: Predict the reaction yield, written as a fraction of the theoretical maximum amount of product (1.0 means a 100% yield; for example, 0.34 means a 34% yield). (1) The reactants are Br[C:2]1[CH:3]=[C:4]2[C:28](=[CH:29][CH:30]=1)[C:8]1[NH:9][C:10]([C@@H:12]3[CH2:16][CH2:15][CH2:14][N:13]3[C:17](=[O:27])[C@@H:18]([NH:22][C:23](=[O:26])[O:24][CH3:25])[CH:19]([CH3:21])[CH3:20])=[N:11][C:7]=1[CH:6]=[CH:5]2.[B:31]1([B:31]2[O:35][C:34]([CH3:37])([CH3:36])[C:33]([CH3:39])([CH3:38])[O:32]2)[O:35][C:34]([CH3:37])([CH3:36])[C:33]([CH3:39])([CH3:38])[O:32]1.CC([O-])=O.[K+]. The catalyst is O1CCOCC1.C1C=CC(P(C2C=CC=CC=2)[C-]2C=CC=C2)=CC=1.C1C=CC(P(C2C=CC=CC=2)[C-]2C=CC=C2)=CC=1.Cl[Pd]Cl.[Fe+2]. The product is [CH3:21][CH:19]([CH3:20])[C@H:18]([NH:22][C:23](=[O:26])[O:24][CH3:25])[C:17](=[O:27])[N:13]1[CH2:14][CH2:15][CH2:16][C@H:12]1[C:10]1[NH:9][C:8]2[C:28]3[C:4]([CH:5]=[CH:6][C:7]=2[N:11]=1)=[CH:3][C:2]([B:31]1[O:35][C:34]([CH3:37])([CH3:36])[C:33]([CH3:39])([CH3:38])[O:32]1)=[CH:30][CH:29]=3. The yield is 0.760. (2) The reactants are [Cl:1][C:2]1[CH:3]=[CH:4][C:5]2[N:6](C(C3C=CC(N(C)C)=CC=3)=C[N:10]=2)[N:7]=1.[OH-].[NH4+].[CH2:22](O)C. No catalyst specified. The product is [Cl:1][C:2]1[N:7]=[N:6][C:5]([NH2:10])=[CH:4][C:3]=1[CH3:22]. The yield is 0.727.